Dataset: Full USPTO retrosynthesis dataset with 1.9M reactions from patents (1976-2016). Task: Predict the reactants needed to synthesize the given product. (1) Given the product [CH3:1][C:2]1[NH:6][C:7]2[C:12]([C:3]=1[CH3:4])=[CH:11][CH:10]=[CH:9][CH:8]=2, predict the reactants needed to synthesize it. The reactants are: [CH3:1][CH:2](O)[C:3]#[CH:4].[NH2:6][C:7]1[CH:12]=[CH:11][CH:10]=[CH:9][CH:8]=1.Cl.NC1C=CC=CC=1. (2) The reactants are: [N+:1]([C:4]1[CH:9]=[CH:8][C:7]([C:10](=[O:13])[CH2:11][CH3:12])=[CH:6][CH:5]=1)([O-:3])=[O:2].[Br:14]Br. Given the product [Br:14][CH:11]([CH3:12])[C:10]([C:7]1[CH:6]=[CH:5][C:4]([N+:1]([O-:3])=[O:2])=[CH:9][CH:8]=1)=[O:13], predict the reactants needed to synthesize it.